From a dataset of Full USPTO retrosynthesis dataset with 1.9M reactions from patents (1976-2016). Predict the reactants needed to synthesize the given product. Given the product [CH2:11]([C:9]1[N:8]([C@@H:13]2[C:21]3[C:16](=[CH:17][C:18]([C:22]4[CH:27]=[CH:26][CH:25]=[CH:24][C:23]=4[C:28]4[N:32]([C:33]([C:40]5[CH:41]=[CH:42][CH:43]=[CH:44][CH:45]=5)([C:34]5[CH:35]=[CH:36][CH:37]=[CH:38][CH:39]=5)[C:46]5[CH:47]=[CH:48][CH:49]=[CH:50][CH:51]=5)[N:31]=[N:30][N:29]=4)=[CH:19][CH:20]=3)[CH2:15][CH2:14]2)[C:6]2=[N:7][C:2]([CH2:58][C:57](=[O:56])[CH3:59])=[CH:3][C:4]([CH3:52])=[C:5]2[N:10]=1)[CH3:12], predict the reactants needed to synthesize it. The reactants are: Br[C:2]1[N:7]=[C:6]2[N:8]([C@@H:13]3[C:21]4[C:16](=[CH:17][C:18]([C:22]5[CH:27]=[CH:26][CH:25]=[CH:24][C:23]=5[C:28]5[N:32]([C:33]([C:46]6[CH:51]=[CH:50][CH:49]=[CH:48][CH:47]=6)([C:40]6[CH:45]=[CH:44][CH:43]=[CH:42][CH:41]=6)[C:34]6[CH:39]=[CH:38][CH:37]=[CH:36][CH:35]=6)[N:31]=[N:30][N:29]=5)=[CH:19][CH:20]=4)[CH2:15][CH2:14]3)[C:9]([CH2:11][CH3:12])=[N:10][C:5]2=[C:4]([CH3:52])[CH:3]=1.C([O:56][C:57]([CH3:59])=[CH2:58])(=O)C.C[O-].C([Sn+](CCCC)CCCC)CCC.